Dataset: Forward reaction prediction with 1.9M reactions from USPTO patents (1976-2016). Task: Predict the product of the given reaction. Given the reactants [Cl:1][C:2]1[CH:7]=[C:6]([CH3:8])[CH:5]=[CH:4][N:3]=1.C(OO)(=[O:11])C.Cl, predict the reaction product. The product is: [ClH:1].[Cl:1][C:2]1[CH:7]=[C:6]([CH3:8])[CH:5]=[CH:4][N+:3]=1[O-:11].